From a dataset of Catalyst prediction with 721,799 reactions and 888 catalyst types from USPTO. Predict which catalyst facilitates the given reaction. (1) Reactant: [CH3:1][O:2][C:3]1[CH:8]=[CH:7][CH:6]=[CH:5][C:4]=1[N:9]1[CH2:14][CH2:13][N:12]([CH2:15][C:16]([NH:18][C:19]2[CH:24]=[CH:23][CH:22]=[CH:21][N:20]=2)=O)[CH2:11][CH2:10]1.[H-].[H-].[H-].[H-].[Li+].[Al+3]. Product: [CH3:1][O:2][C:3]1[CH:8]=[CH:7][CH:6]=[CH:5][C:4]=1[N:9]1[CH2:14][CH2:13][N:12]([CH2:15][CH2:16][NH:18][C:19]2[CH:24]=[CH:23][CH:22]=[CH:21][N:20]=2)[CH2:11][CH2:10]1. The catalyst class is: 1. (2) Reactant: [C:1]([N:4]1[C:13]2[C:8](=[CH:9][CH:10]=[CH:11][CH:12]=2)[C@H:7]([NH:14]C(=O)OCC2C=CC=CC=2)[C@@H:6]([CH3:25])[C@@H:5]1[CH:26]([CH3:28])[CH3:27])(=[O:3])[CH3:2]. Product: [NH2:14][C@H:7]1[C:8]2[C:13](=[CH:12][CH:11]=[CH:10][CH:9]=2)[N:4]([C:1](=[O:3])[CH3:2])[C@@H:5]([CH:26]([CH3:28])[CH3:27])[C@@H:6]1[CH3:25]. The catalyst class is: 19.